Regression. Given a peptide amino acid sequence and an MHC pseudo amino acid sequence, predict their binding affinity value. This is MHC class I binding data. From a dataset of Peptide-MHC class I binding affinity with 185,985 pairs from IEDB/IMGT. The peptide sequence is YLSEGDMAA. The MHC is HLA-A02:01 with pseudo-sequence HLA-A02:01. The binding affinity (normalized) is 0.475.